This data is from Reaction yield outcomes from USPTO patents with 853,638 reactions. The task is: Predict the reaction yield, written as a fraction of the theoretical maximum amount of product (1.0 means a 100% yield; for example, 0.34 means a 34% yield). The product is [CH:13]1([S:16][C:17]2[CH:22]=[CH:21][C:20]([C:6](=[O:12])[C:7]([O:9][CH2:10][CH3:11])=[O:8])=[CH:19][CH:18]=2)[CH2:15][CH2:14]1. The catalyst is C(Cl)Cl. The yield is 0.940. The reactants are [Al+3].[Cl-].[Cl-].[Cl-].Cl[C:6](=[O:12])[C:7]([O:9][CH2:10][CH3:11])=[O:8].[CH:13]1([S:16][C:17]2[CH:22]=[CH:21][CH:20]=[CH:19][CH:18]=2)[CH2:15][CH2:14]1.